This data is from Antibody paratope prediction from SAbDab with 1,023 antibody chains. The task is: Token-level Classification. Given an antibody amino acid sequence, predict which amino acid positions are active in antigen binding. Output is a list of indices for active paratope positions. (1) Given the antibody sequence: DIVMTQSPDSLAVSLGERATINCKSSQSVLLSPWNSNQLAWYQQKPGQPPKLLIYGASTRESGVPDRFSGSGSGTDFTLTISSLQAEDVAVYYCQQYYLIPSTFGQGTKVEIK, which amino acid positions are active in antigen binding (paratope)? The paratope positions are: [30, 31, 32, 33, 34, 35]. (2) Given the antibody sequence: DIVMTQSPSSLTVTAGEKVTMSCKSSQSLLNSGNQKNYLTWYQQKPGQPPKLLIYWASTRESGVPDRFTGSGSGTDFTLTISSVQAEDLAVYYCQNDYSYPLTFGAGTKLEPK, which amino acid positions are active in antigen binding (paratope)? The paratope positions are: [30, 31, 32, 33, 34, 35].